Dataset: Full USPTO retrosynthesis dataset with 1.9M reactions from patents (1976-2016). Task: Predict the reactants needed to synthesize the given product. (1) Given the product [OH:24][CH2:23][C:18]1[CH:19]=[C:20]2[C:15](=[CH:16][CH:17]=1)[CH:14]=[C:13]([OH:12])[CH:22]=[CH:21]2, predict the reactants needed to synthesize it. The reactants are: [H-].[Al+3].[Li+].[H-].[H-].[H-].C1COCC1.[OH:12][C:13]1[CH:14]=[C:15]2[C:20](=[CH:21][CH:22]=1)[CH:19]=[C:18]([C:23](OC)=[O:24])[CH:17]=[CH:16]2.C1(C([O-])=O)C2C(=CC=CC=2)C=CC=1. (2) Given the product [N:35]1[CH:36]=[CH:37][CH:38]=[C:33]([C:9]2[CH:28]=[CH:27][C:12]([CH2:13][N:14]3[C:22]4[C:17](=[CH:18][CH:19]=[CH:20][C:21]=4[C:23]([O:25][CH3:26])=[O:24])[CH:16]=[CH:15]3)=[CH:11][CH:10]=2)[CH:34]=1, predict the reactants needed to synthesize it. The reactants are: CC1(C)C(C)(C)OB([C:9]2[CH:28]=[CH:27][C:12]([CH2:13][N:14]3[C:22]4[C:17](=[CH:18][CH:19]=[CH:20][C:21]=4[C:23]([O:25][CH3:26])=[O:24])[CH:16]=[CH:15]3)=[CH:11][CH:10]=2)O1.[F-].[Cs+].Br[C:33]1[CH:34]=[N:35][CH:36]=[CH:37][CH:38]=1. (3) Given the product [OH:1][CH:2]([C:3]([N:27]1[CH2:32][CH2:31][O:30][CH2:29][CH2:28]1)=[O:5])[CH2:6][CH2:7][NH:8][C:9]([CH:11]1[C:16]([CH3:17])([CH3:18])[CH2:15][O:14][C@@H:13]([C:19]2[CH:20]=[CH:21][C:22]([O:25][CH3:26])=[CH:23][CH:24]=2)[O:12]1)=[O:10], predict the reactants needed to synthesize it. The reactants are: [OH:1][CH:2]([CH2:6][CH2:7][NH:8][C:9]([CH:11]1[C:16]([CH3:18])([CH3:17])[CH2:15][O:14][C@@H:13]([C:19]2[CH:24]=[CH:23][C:22]([O:25][CH3:26])=[CH:21][CH:20]=2)[O:12]1)=[O:10])[C:3]([OH:5])=O.[NH:27]1[CH2:32][CH2:31][O:30][CH2:29][CH2:28]1. (4) Given the product [OH:1][C@@H:2]([C:6]1[CH:11]=[CH:10][CH:9]=[CH:8][C:7]=1[Cl:12])[C:3]([O-:5])=[O:4].[C:13]1([C@H:19]([OH:24])[C@@H:20]([NH2:23])[CH2:21][OH:22])[CH:18]=[CH:17][CH:16]=[CH:15][CH:14]=1, predict the reactants needed to synthesize it. The reactants are: [OH:1][CH:2]([C:6]1[CH:11]=[CH:10][CH:9]=[CH:8][C:7]=1[Cl:12])[C:3]([OH:5])=[O:4].[C:13]1([C@H:19]([OH:24])[C@@H:20]([NH2:23])[CH2:21][OH:22])[CH:18]=[CH:17][CH:16]=[CH:15][CH:14]=1. (5) Given the product [C:25]([O:28][C:29](=[O:30])[N:11]([CH2:10][CH2:9][CH2:8][C:5]1[CH:4]=[CH:3][C:2]([Br:1])=[CH:7][CH:6]=1)[CH2:12][CH2:13][CH2:14][O:15][CH3:16])([CH3:27])([CH3:26])[CH3:24], predict the reactants needed to synthesize it. The reactants are: [Br:1][C:2]1[CH:7]=[CH:6][C:5]([CH2:8][CH2:9][CH2:10][NH:11][CH2:12][CH2:13][CH2:14][O:15][CH3:16])=[CH:4][CH:3]=1.C(N(CC)CC)C.[CH3:24][C:25]([O:28][C:29](O[C:29]([O:28][C:25]([CH3:27])([CH3:26])[CH3:24])=[O:30])=[O:30])([CH3:27])[CH3:26]. (6) Given the product [CH2:22]([C:24]1[CH:29]=[CH:28][CH:27]=[CH:26][C:25]=1[N:30]1[C:5]([C:7]2[CH:17]=[CH:16][C:10]3[O:11][CH2:12][C:13](=[O:15])[NH:14][C:9]=3[CH:8]=2)=[CH:4][C:3]([C:2]([F:20])([F:19])[F:1])=[N:31]1)[CH3:23], predict the reactants needed to synthesize it. The reactants are: [F:1][C:2]([F:20])([F:19])[C:3](O)=[CH:4][C:5]([C:7]1[CH:17]=[CH:16][C:10]2[O:11][CH2:12][C:13](=[O:15])[NH:14][C:9]=2[CH:8]=1)=O.Cl.[CH2:22]([C:24]1[CH:29]=[CH:28][CH:27]=[CH:26][C:25]=1[NH:30][NH2:31])[CH3:23]. (7) Given the product [CH3:1][O:2][C:3](=[O:13])[CH2:4][C:5]1[CH:6]=[C:7]([C:21]2[CH:20]=[C:19]([O:22][CH3:23])[CH:18]=[CH:17][C:16]=2[CH:14]=[O:15])[CH:8]=[C:9]([Cl:11])[CH:10]=1, predict the reactants needed to synthesize it. The reactants are: [CH3:1][O:2][C:3](=[O:13])[CH2:4][C:5]1[CH:10]=[C:9]([Cl:11])[CH:8]=[C:7](Br)[CH:6]=1.[CH:14]([C:16]1[CH:21]=[CH:20][C:19]([O:22][CH3:23])=[CH:18][C:17]=1B(O)O)=[O:15]. (8) Given the product [NH2:1][C:4]1[CH:5]=[C:6]([CH:23]=[CH:24][CH:25]=1)[O:7][C:8]1[CH:22]=[CH:21][C:11]2[N:12]=[C:13]([NH:15][C:16]([CH:18]3[CH2:20][CH2:19]3)=[O:17])[S:14][C:10]=2[CH:9]=1, predict the reactants needed to synthesize it. The reactants are: [N+:1]([C:4]1[CH:5]=[C:6]([CH:23]=[CH:24][CH:25]=1)[O:7][C:8]1[CH:22]=[CH:21][C:11]2[N:12]=[C:13]([NH:15][C:16]([CH:18]3[CH2:20][CH2:19]3)=[O:17])[S:14][C:10]=2[CH:9]=1)([O-])=O.Cl.